From a dataset of Full USPTO retrosynthesis dataset with 1.9M reactions from patents (1976-2016). Predict the reactants needed to synthesize the given product. (1) Given the product [F:1][C:2]1[CH:3]=[C:4]([NH:18][C:29](=[O:30])[CH2:28][C:27]([NH:26][C:23]2[CH:24]=[CH:25][C:20]([F:19])=[CH:21][CH:22]=2)=[O:32])[CH:5]=[CH:6][C:7]=1[O:8][C:9]1[CH:14]=[CH:13][N:12]=[C:11]2[CH:15]=[CH:16][S:17][C:10]=12, predict the reactants needed to synthesize it. The reactants are: [F:1][C:2]1[CH:3]=[C:4]([NH2:18])[CH:5]=[CH:6][C:7]=1[O:8][C:9]1[CH:14]=[CH:13][N:12]=[C:11]2[CH:15]=[CH:16][S:17][C:10]=12.[F:19][C:20]1[CH:25]=[CH:24][C:23]([NH:26][C:27](=[O:32])[CH2:28][C:29](O)=[O:30])=[CH:22][CH:21]=1.C(O)(=O)CC(O)=O.FC1C=CC(N)=CC=1.CCN=C=NCCCN(C)C. (2) Given the product [O:25]=[C:21]1[CH2:22][CH2:23][CH2:24][N:20]1[C:17]1[CH:18]=[CH:19][C:14]([NH:13][C:10]([C:3]2[C:4]3[C:9](=[CH:8][CH:7]=[CH:6][CH:5]=3)[NH:1][N:2]=2)=[O:12])=[CH:15][CH:16]=1, predict the reactants needed to synthesize it. The reactants are: [NH:1]1[C:9]2[C:4](=[CH:5][CH:6]=[CH:7][CH:8]=2)[C:3]([C:10]([OH:12])=O)=[N:2]1.[NH2:13][C:14]1[CH:19]=[CH:18][C:17]([N:20]2[CH2:24][CH2:23][CH2:22][C:21]2=[O:25])=[CH:16][CH:15]=1.C1N(P(Cl)(N2C(=O)OCC2)=O)C(=O)OC1.O. (3) Given the product [CH3:1][O:2][C:3]1[CH:4]=[CH:5][C:6]([C:9]2[N:10]=[C:11]([C:22]3([C:28]4[CH:33]=[CH:32][CH:31]=[CH:30][CH:29]=4)[CH2:27][CH2:26][N:25]([C:38](=[O:44])[N:55]([OH:56])[CH3:54])[CH2:24][CH2:23]3)[O:12][C:13]=2[C:14]2[CH:15]=[CH:16][C:17]([O:20][CH3:21])=[CH:18][CH:19]=2)=[CH:7][CH:8]=1, predict the reactants needed to synthesize it. The reactants are: [CH3:1][O:2][C:3]1[CH:8]=[CH:7][C:6]([C:9]2[N:10]=[C:11]([C:22]3([C:28]4[CH:33]=[CH:32][CH:31]=[CH:30][CH:29]=4)[CH2:27][CH2:26][NH:25][CH2:24][CH2:23]3)[O:12][C:13]=2[C:14]2[CH:19]=[CH:18][C:17]([O:20][CH3:21])=[CH:16][CH:15]=2)=[CH:5][CH:4]=1.ClC(Cl)(O[C:38](=[O:44])OC(Cl)(Cl)Cl)Cl.C(N(CC)CC)C.Cl.[CH3:54][NH:55][OH:56]. (4) Given the product [ClH:5].[Cl:6][C:7]1[CH:8]=[CH:9][C:10]([O:15][C:16]([CH3:34])([C:18]2[N:22]([CH3:23])[C:21]([C:24]3[CH:29]=[CH:28][CH:27]=[CH:26][C:25]=3[C:30]([F:31])([F:33])[F:32])=[N:20][N:19]=2)[CH3:17])=[C:11]([CH:12]=1)[CH2:13][NH:14][S:1]([CH3:4])(=[O:3])=[O:2], predict the reactants needed to synthesize it. The reactants are: [S:1]([Cl:5])([CH3:4])(=[O:3])=[O:2].[Cl:6][C:7]1[CH:8]=[CH:9][C:10]([O:15][C:16]([CH3:34])([C:18]2[N:22]([CH3:23])[C:21]([C:24]3[CH:29]=[CH:28][CH:27]=[CH:26][C:25]=3[C:30]([F:33])([F:32])[F:31])=[N:20][N:19]=2)[CH3:17])=[C:11]([CH2:13][NH2:14])[CH:12]=1.C(N(CC)CC)C.C(=O)(O)[O-].[Na+].